This data is from Peptide-MHC class II binding affinity with 134,281 pairs from IEDB. The task is: Regression. Given a peptide amino acid sequence and an MHC pseudo amino acid sequence, predict their binding affinity value. This is MHC class II binding data. The binding affinity (normalized) is 0. The peptide sequence is DLKPGAAWTVYVGIV. The MHC is DRB3_0202 with pseudo-sequence DRB3_0202.